Task: Predict which catalyst facilitates the given reaction.. Dataset: Catalyst prediction with 721,799 reactions and 888 catalyst types from USPTO (1) Product: [O:6]=[C:5]([NH2:19])[C@@H:4]([C@@H:3]([C@@H:2]([CH2:1][OH:10])[OH:7])[OH:9])[OH:8].[NH2:19][CH2:18][CH2:17][C:16]1[CH:20]=[CH:21][C:22]([OH:23])=[C:14]([OH:13])[CH:15]=1. The catalyst class is: 21. Reactant: [CH2:1]([OH:10])[C@H:2]1[O:7][C:5](=[O:6])[C@H:4]([OH:8])[C@@H:3]1[OH:9].CO.[OH:13][C:14]1[CH:15]=[C:16]([CH:20]=[CH:21][C:22]=1[OH:23])[CH2:17][CH2:18][NH2:19].C(N(CC)CC)C. (2) Reactant: [NH2:1][C:2]1[CH:11]=[CH:10][C:5]([C:6]([O:8][CH3:9])=[O:7])=[CH:4][C:3]=1[Cl:12].C(N(C(C)C)CC)(C)C.[O:22]=[C:23]1[C:28]([C:29](Cl)=[O:30])=[CH:27][CH:26]=[CH:25][NH:24]1. Product: [Cl:12][C:3]1[CH:4]=[C:5]([CH:10]=[CH:11][C:2]=1[NH:1][C:29]([C:28]1[C:23]([OH:22])=[N:24][CH:25]=[CH:26][CH:27]=1)=[O:30])[C:6]([O:8][CH3:9])=[O:7]. The catalyst class is: 12.